The task is: Predict the product of the given reaction.. This data is from Forward reaction prediction with 1.9M reactions from USPTO patents (1976-2016). (1) Given the reactants [Li+].CC([N-]C(C)C)C.[O:9]([CH:16]([CH3:20])[C:17]([OH:19])=[O:18])[C:10]1[CH:15]=[CH:14][CH:13]=[CH:12][CH:11]=1.[CH2:21]([O:28][C:29]1[CH:36]=[CH:35][C:32]([CH:33]=[O:34])=[CH:31][C:30]=1[O:37][CH3:38])[C:22]1[CH:27]=[CH:26][CH:25]=[CH:24][CH:23]=1, predict the reaction product. The product is: [CH2:21]([O:28][C:29]1[CH:36]=[CH:35][C:32]([CH:33]([OH:34])[C:16]([CH3:20])([O:9][C:10]2[CH:15]=[CH:14][CH:13]=[CH:12][CH:11]=2)[C:17]([OH:19])=[O:18])=[CH:31][C:30]=1[O:37][CH3:38])[C:22]1[CH:23]=[CH:24][CH:25]=[CH:26][CH:27]=1. (2) Given the reactants [H-].[H-].[H-].[H-].[Li+].[Al+3].[CH2:7]([N:14]1[CH2:19][C:18](=O)[NH:17][C@@H:16]([CH2:21][CH2:22][C:23](OCC2C=CC=CC=2)=[O:24])[C:15]1=O)[C:8]1[CH:13]=[CH:12][CH:11]=[CH:10][CH:9]=1.O.[OH-].[Na+], predict the reaction product. The product is: [CH2:7]([N:14]1[CH2:19][CH2:18][NH:17][C@@H:16]([CH2:21][CH2:22][CH2:23][OH:24])[CH2:15]1)[C:8]1[CH:9]=[CH:10][CH:11]=[CH:12][CH:13]=1. (3) Given the reactants [NH2:1][C@@H:2]([C:6]([OH:8])=[O:7])[CH2:3][CH2:4][CH3:5].[CH3:9][C:10]([O:13][C:14](O[C:14]([O:13][C:10]([CH3:12])([CH3:11])[CH3:9])=[O:15])=[O:15])([CH3:12])[CH3:11], predict the reaction product. The product is: [C:10]([O:13][C:14]([NH:1][C@H:2]([CH2:3][CH2:4][CH3:5])[C:6]([OH:8])=[O:7])=[O:15])([CH3:12])([CH3:11])[CH3:9]. (4) Given the reactants [S:1]1[CH:5]=[CH:4][CH:3]=[C:2]1[C:6]([OH:8])=O.[CH2:9]([NH:11][CH2:12][C:13]([CH2:19][NH:20][C:21]1[CH:29]=[CH:28][CH:27]=[C:26]2[C:22]=1[CH:23]=[N:24][N:25]2[C:30]1[CH:35]=[CH:34][CH:33]=[CH:32][CH:31]=1)([OH:18])[C:14]([F:17])([F:16])[F:15])[CH3:10], predict the reaction product. The product is: [CH2:9]([N:11]([CH2:12][C:13]([OH:18])([CH2:19][NH:20][C:21]1[CH:29]=[CH:28][CH:27]=[C:26]2[C:22]=1[CH:23]=[N:24][N:25]2[C:30]1[CH:31]=[CH:32][CH:33]=[CH:34][CH:35]=1)[C:14]([F:17])([F:16])[F:15])[C:6]([C:2]1[S:1][CH:5]=[CH:4][CH:3]=1)=[O:8])[CH3:10]. (5) Given the reactants [CH:1]1([C@H:4]2[C@H:13]([CH3:14])[C@@H:12]([NH:15][C:16]3[CH:21]=[CH:20][CH:19]=[C:18]([O:22]C)[N:17]=3)[C:11]3[C:6](=[CH:7][CH:8]=[C:9]([F:24])[CH:10]=3)[N:5]2[C:25](=[O:27])[CH3:26])[CH2:3][CH2:2]1.[I-].[Na+], predict the reaction product. The product is: [CH:1]1([C@H:4]2[C@H:13]([CH3:14])[C@@H:12]([NH:15][C:16]3[CH:21]=[CH:20][CH:19]=[C:18]([OH:22])[N:17]=3)[C:11]3[C:6](=[CH:7][CH:8]=[C:9]([F:24])[CH:10]=3)[N:5]2[C:25](=[O:27])[CH3:26])[CH2:2][CH2:3]1.